Dataset: Reaction yield outcomes from USPTO patents with 853,638 reactions. Task: Predict the reaction yield, written as a fraction of the theoretical maximum amount of product (1.0 means a 100% yield; for example, 0.34 means a 34% yield). (1) The reactants are [CH3:1][C:2]1[C:6]([C:7](OC)=[O:8])=[C:5]([CH3:11])[O:4][N:3]=1.[H-].[H-].[H-].[H-].[Li+].[Al+3]. The catalyst is C1COCC1. The product is [CH3:1][C:2]1[C:6]([CH2:7][OH:8])=[C:5]([CH3:11])[O:4][N:3]=1. The yield is 0.680. (2) The reactants are [CH3:1][O:2][C:3]1[C:4](=[O:39])[C:5]([CH3:38])=[C:6]([CH2:12][C:13]2[C:14]([O:34]C(=O)C)=[C:15]([CH:31]=[CH:32][CH:33]=2)[C:16]([NH:18][C:19]2[CH:24]=[CH:23][C:22]([N:25]3[CH2:30][CH2:29][O:28][CH2:27][CH2:26]3)=[CH:21][CH:20]=2)=[O:17])[C:7](=[O:11])[C:8]=1[O:9][CH3:10].C(=O)([O-])O.[Na+]. The catalyst is CO.O. The product is [CH3:1][O:2][C:3]1[C:4](=[O:39])[C:5]([CH3:38])=[C:6]([CH2:12][C:13]2[C:14]([OH:34])=[C:15]([CH:31]=[CH:32][CH:33]=2)[C:16]([NH:18][C:19]2[CH:20]=[CH:21][C:22]([N:25]3[CH2:26][CH2:27][O:28][CH2:29][CH2:30]3)=[CH:23][CH:24]=2)=[O:17])[C:7](=[O:11])[C:8]=1[O:9][CH3:10]. The yield is 0.740. (3) The reactants are [C:1]([O:5][C:6](=[O:36])[NH:7][CH:8]([C:21]1[CH:26]=[CH:25][C:24]([C:27](=[O:35])[NH:28][C:29]2[CH:34]=[CH:33][N:32]=[CH:31][CH:30]=2)=[CH:23][CH:22]=1)[CH2:9][NH:10]C(OCC1C=CC=CC=1)=O)([CH3:4])([CH3:3])[CH3:2].C(O)(=O)C. The catalyst is CCO.O.[Pd]. The product is [C:1]([O:5][C:6](=[O:36])[NH:7][CH:8]([C:21]1[CH:26]=[CH:25][C:24]([C:27](=[O:35])[NH:28][C:29]2[CH:34]=[CH:33][N:32]=[CH:31][CH:30]=2)=[CH:23][CH:22]=1)[CH2:9][NH2:10])([CH3:4])([CH3:2])[CH3:3]. The yield is 0.470. (4) The reactants are [CH2:1]([N:8]1[C:16]2[C:11](=[C:12]([C:17]3[CH:22]=[CH:21][C:20]([O:23][C:24]([F:27])([F:26])[F:25])=[CH:19][CH:18]=3)[CH:13]=[CH:14][CH:15]=2)[CH:10]=[CH:9]1)[C:2]1[CH:7]=[CH:6][CH:5]=[CH:4][CH:3]=1.[C:28](Cl)(=[O:32])[C:29](Cl)=[O:30].[CH2:34]([OH:36])[CH3:35]. No catalyst specified. The product is [CH2:1]([N:8]1[C:16]2[C:11](=[C:12]([C:17]3[CH:22]=[CH:21][C:20]([O:23][C:24]([F:27])([F:25])[F:26])=[CH:19][CH:18]=3)[CH:13]=[CH:14][CH:15]=2)[C:10]([C:28](=[O:32])[C:29]([O:36][CH2:34][CH3:35])=[O:30])=[CH:9]1)[C:2]1[CH:3]=[CH:4][CH:5]=[CH:6][CH:7]=1. The yield is 0.550. (5) The reactants are [Cl:1][C:2]1[CH:3]=[C:4]([C@:9]2([C:14]#N)[CH2:11][CH:10]2[CH2:12][OH:13])[CH:5]=[CH:6][C:7]=1[Cl:8].C([OH:18])C.[OH-].[Na+].Cl. The catalyst is ClCCl. The product is [Cl:1][C:2]1[CH:3]=[C:4]([C@:9]23[CH2:11][C@H:10]2[CH2:12][O:13][C:14]3=[O:18])[CH:5]=[CH:6][C:7]=1[Cl:8]. The yield is 0.450. (6) The catalyst is ClC(Cl)C. The reactants are [C:1]1([C:7]2[N:12]=[C:11]([C:13]([OH:15])=[O:14])[CH:10]=[CH:9][CH:8]=2)[CH:6]=[CH:5][CH:4]=[CH:3][CH:2]=1.[OH:16]P([O-])([O-])=O.[K+].[K+].C1C=C(Cl)C=C(C(OO)=O)C=1. The product is [C:1]1([C:7]2[CH:8]=[CH:9][CH:10]=[C:11]([C:13]([OH:15])=[O:14])[N+:12]=2[O-:16])[CH:2]=[CH:3][CH:4]=[CH:5][CH:6]=1. The yield is 0.680.